Dataset: Forward reaction prediction with 1.9M reactions from USPTO patents (1976-2016). Task: Predict the product of the given reaction. (1) Given the reactants BrC1C(=O)C(C(O)=O)=CN(C(C)C)C=1C.[Br:16][C:17]1[C:18](=[O:31])[C:19]([C:28]([OH:30])=O)=[CH:20][N:21]([C@H:24]([CH2:26][CH3:27])[CH3:25])[C:22]=1[CH3:23].Cl.CS(C1C=CC(CN)=CC=1)(=O)=O.[CH3:45][S:46]([C:49]1[CH:50]=[CH:51][C:52]([CH2:55][NH2:56])=[N:53][CH:54]=1)(=[O:48])=[O:47].BrBr, predict the reaction product. The product is: [CH3:45][S:46]([C:49]1[CH:50]=[CH:51][C:52]([CH2:55][NH:56][C:28]([C:19]2[C:18](=[O:31])[C:17]([Br:16])=[C:22]([CH3:23])[N:21]([C@H:24]([CH2:26][CH3:27])[CH3:25])[CH:20]=2)=[O:30])=[N:53][CH:54]=1)(=[O:48])=[O:47]. (2) The product is: [F:8][C:7]1[C:2]([N:15]2[CH2:20][CH2:19][CH2:18][CH2:17][CH2:16]2)=[N:3][CH:4]=[N:5][C:6]=1[O:9][CH2:10][C:11]#[C:12][CH2:13][CH3:14]. Given the reactants Cl[C:2]1[C:7]([F:8])=[C:6]([O:9][CH2:10][C:11]#[C:12][CH2:13][CH3:14])[N:5]=[CH:4][N:3]=1.[NH:15]1[CH2:20][CH2:19][CH2:18][CH2:17][CH2:16]1, predict the reaction product. (3) Given the reactants [CH3:1][O:2][C:3]1[CH:4]=[C:5]([CH:9]=[CH:10][CH:11]=1)[C:6]([OH:8])=O.C(Cl)(=O)C(Cl)=O.O1CCCC1.[NH2:23][C:24]1[CH:25]=[C:26]([CH:43]=[CH:44][CH:45]=1)[O:27][C:28]1[CH:29]=[CH:30][C:31]2[N:32]([CH:34]=[C:35]([NH:37][C:38]([CH:40]3[CH2:42][CH2:41]3)=[O:39])[N:36]=2)[N:33]=1, predict the reaction product. The product is: [CH:40]1([C:38]([NH:37][C:35]2[N:36]=[C:31]3[CH:30]=[CH:29][C:28]([O:27][C:26]4[CH:25]=[C:24]([NH:23][C:6](=[O:8])[C:5]5[CH:9]=[CH:10][CH:11]=[C:3]([O:2][CH3:1])[CH:4]=5)[CH:45]=[CH:44][CH:43]=4)=[N:33][N:32]3[CH:34]=2)=[O:39])[CH2:41][CH2:42]1.